Task: Predict which catalyst facilitates the given reaction.. Dataset: Catalyst prediction with 721,799 reactions and 888 catalyst types from USPTO (1) Reactant: [CH:1]([C@H:14]1[N:19]2[CH2:20][CH2:21][NH:22][CH2:23][C@H:18]2[CH2:17][N:16]([C:24]([O:26][C:27]([CH3:30])([CH3:29])[CH3:28])=[O:25])[CH2:15]1)([C:8]1[CH:13]=[CH:12][CH:11]=[CH:10][CH:9]=1)[C:2]1[CH:7]=[CH:6][CH:5]=[CH:4][CH:3]=1.C(=O)(O)[O-].[Na+].[C:36]([O:39][CH2:40][CH2:41][C:42](Cl)=[O:43])(=[O:38])[CH3:37]. Product: [C:36]([O:39][CH2:40][CH2:41][C:42]([N:22]1[CH2:21][CH2:20][N:19]2[C@H:14]([CH:1]([C:8]3[CH:13]=[CH:12][CH:11]=[CH:10][CH:9]=3)[C:2]3[CH:7]=[CH:6][CH:5]=[CH:4][CH:3]=3)[CH2:15][N:16]([C:24]([O:26][C:27]([CH3:30])([CH3:29])[CH3:28])=[O:25])[CH2:17][C@@H:18]2[CH2:23]1)=[O:43])(=[O:38])[CH3:37]. The catalyst class is: 7. (2) The catalyst class is: 71. Reactant: C(OC(=O)[NH:7][CH2:8][C:9]1[CH:14]=[C:13]([N:15]([CH2:17][CH2:18][O:19][CH3:20])[CH3:16])[CH:12]=[C:11]([Cl:21])[C:10]=1[F:22])(C)(C)C.Cl. Product: [NH2:7][CH2:8][C:9]1[CH:14]=[C:13]([N:15]([CH2:17][CH2:18][O:19][CH3:20])[CH3:16])[CH:12]=[C:11]([Cl:21])[C:10]=1[F:22]. (3) Reactant: O.O.[Sn](Cl)Cl.[N+:6]([C:9]1[CH:14]=[CH:13][CH:12]=[CH:11][C:10]=1[NH:15][C:16]1[CH:17]=[CH:18][C:19]2[C:25](=[O:26])[C:24]3[CH:27]=[CH:28][C:29]([N+:31]([O-])=O)=[CH:30][C:23]=3[CH2:22][O:21][C:20]=2[CH:34]=1)([O-])=O. Product: [NH2:6][C:9]1[CH:14]=[CH:13][CH:12]=[CH:11][C:10]=1[NH:15][C:16]1[CH:17]=[CH:18][C:19]2[C:25](=[O:26])[C:24]3[CH:27]=[CH:28][C:29]([NH2:31])=[CH:30][C:23]=3[CH2:22][O:21][C:20]=2[CH:34]=1. The catalyst class is: 8. (4) Reactant: Cl.[N:2]1[N:6]2[CH2:7][CH2:8][CH2:9][NH:10][CH2:11][C:5]2=[CH:4][C:3]=1[C:12]([O:14][CH2:15][CH3:16])=[O:13].[F:17][C:18]([F:35])([F:34])[C:19]1[CH:20]=[C:21]([CH2:29][CH2:30][C:31](O)=[O:32])[CH:22]=[C:23]([C:25]([F:28])([F:27])[F:26])[CH:24]=1.CCN(C(C)C)C(C)C.CN(C(ON1N=NC2C=CC=NC1=2)=[N+](C)C)C.F[P-](F)(F)(F)(F)F. Product: [F:17][C:18]([F:34])([F:35])[C:19]1[CH:20]=[C:21]([CH2:29][CH2:30][C:31]([N:10]2[CH2:9][CH2:8][CH2:7][N:6]3[N:2]=[C:3]([C:12]([O:14][CH2:15][CH3:16])=[O:13])[CH:4]=[C:5]3[CH2:11]2)=[O:32])[CH:22]=[C:23]([C:25]([F:26])([F:27])[F:28])[CH:24]=1. The catalyst class is: 4. (5) Reactant: [Cl:1][C:2]1[CH:23]=[C:22]([Cl:24])[CH:21]=[CH:20][C:3]=1[CH2:4][N:5]1[C:9](/[CH:10]=[CH:11]/[C:12]([O:14][CH2:15][CH3:16])=[O:13])=[CH:8][C:7]([CH:17]([CH3:19])[CH3:18])=[N:6]1. Product: [Cl:1][C:2]1[CH:23]=[C:22]([Cl:24])[CH:21]=[CH:20][C:3]=1[CH2:4][N:5]1[C:9]([CH2:10][CH2:11][C:12]([O:14][CH2:15][CH3:16])=[O:13])=[CH:8][C:7]([CH:17]([CH3:19])[CH3:18])=[N:6]1. The catalyst class is: 481. (6) Reactant: [NH:1]1[C:9]2[C:4](=[CH:5][CH:6]=[CH:7][CH:8]=2)[C:3]([C:10]([O:12][CH2:13][CH3:14])=[O:11])=[N:2]1.[CH3:15][C:16]1([CH3:19])[CH2:18][O:17]1.C([O-])([O-])=O.[Cs+].[Cs+]. Product: [OH:17][C:16]([CH3:19])([CH3:18])[CH2:15][N:1]1[C:9]2[C:4](=[CH:5][CH:6]=[CH:7][CH:8]=2)[C:3]([C:10]([O:12][CH2:13][CH3:14])=[O:11])=[N:2]1. The catalyst class is: 10.